This data is from Forward reaction prediction with 1.9M reactions from USPTO patents (1976-2016). The task is: Predict the product of the given reaction. (1) Given the reactants [CH2:1]([O:3][C:4](=[O:27])[C:5]([C:18]1[CH:23]=[CH:22][C:21]([N+]([O-])=O)=[CH:20][CH:19]=1)([CH2:11]C1C=CC=CN=1)[C:6]([O:8][CH2:9][CH3:10])=[O:7])[CH3:2].C(OC(=O)C(C1C=CC([N+]([O-])=O)=CC=1)(C[C:39]1[CH:44]=[CH:43][N:42]=[CH:41][CH:40]=1)C(OCC)=O)C.C(OC(=O)C(C1C=CC=CC=1)(CC1C=NC=CC=1)C(OCC)=O)C.C(OC(=O)C(C1C=C(Cl)C(C(F)(F)[F:104])=CC=1[N+]([O-])=O)(CC1C=NC=CC=1)C(OCC)=O)C.C(OC(=O)C(CC1C=CC=CC=1)(CC1C=NC=CC=1)C(OCC)=O)C.C(OC(=O)C(C1C=CC([N+]([O-])=O)=CC=1)(CN1C2C=CC=CC=2N=N1)C(OCC)=O)C.C(OC(=O)C(C1SC=CC=1)(CC1C=CC=CN=1)C(OCC)=O)C.C(OC(=O)C(C1C=CC(NC(=O)C)=CC=1)(CC1C=CC=CN=1)C(OCC)=O)C.N1C=CC=CC=1CC(C([O-])=O)C([O-])=O.[N+](C1C=CC(C(CC2C=CC=CN=2)(C#N)C#N)=CC=1)([O-])=O, predict the reaction product. The product is: [CH2:1]([O:3][C:4](=[O:27])[C:5]([C:18]1[CH:19]=[CH:20][C:21]([F:104])=[CH:22][CH:23]=1)([CH2:11][C:40]1[CH:41]=[N:42][CH:43]=[CH:44][CH:39]=1)[C:6]([O:8][CH2:9][CH3:10])=[O:7])[CH3:2]. (2) Given the reactants [CH3:1][O:2][C:3]1[CH:8]=[CH:7][C:6]([P:9]([C:12]2[CH:17]=[CH:16][C:15]([O:18][CH3:19])=[CH:14][CH:13]=2)(=[O:11])[OH:10])=[CH:5][CH:4]=1.[OH-].[CH2:21]([N+:25]([CH2:34][CH2:35][CH2:36][CH3:37])([CH2:30][CH2:31][CH2:32][CH3:33])[CH2:26][CH2:27][CH2:28][CH3:29])[CH2:22][CH2:23][CH3:24].CC(O)C, predict the reaction product. The product is: [CH3:1][O:2][C:3]1[CH:4]=[CH:5][C:6]([P:9]([C:12]2[CH:17]=[CH:16][C:15]([O:18][CH3:19])=[CH:14][CH:13]=2)(=[O:10])[O-:11])=[CH:7][CH:8]=1.[CH2:34]([N+:25]([CH2:21][CH2:22][CH2:23][CH3:24])([CH2:26][CH2:27][CH2:28][CH3:29])[CH2:30][CH2:31][CH2:32][CH3:33])[CH2:35][CH2:36][CH3:37].